Task: Predict the reaction yield, written as a fraction of the theoretical maximum amount of product (1.0 means a 100% yield; for example, 0.34 means a 34% yield).. Dataset: Reaction yield outcomes from USPTO patents with 853,638 reactions (1) The reactants are [OH:1][C:2]1[C:11]([C:12]2[S:13][CH:14]=[CH:15][CH:16]=2)=[CH:10][C:9]2[N:8]=[C:7]([C:17]3[CH:22]=[CH:21][CH:20]=[CH:19][CH:18]=3)[CH:6]=[N:5][C:4]=2[C:3]=1[C:23]([OH:25])=O.Cl.C([NH:29][CH2:30][C:31]([OH:33])=[O:32])C.[CH2:34](N(CC)CC)[CH3:35].C1CN([P+](ON2N=NC3C=CC=CC2=3)(N2CCCC2)N2CCCC2)CC1.F[P-](F)(F)(F)(F)F. The catalyst is CN(C)C=O. The product is [OH:1][C:2]1[C:3]([C:23]([NH:29][CH2:30][C:31]([O:33][CH2:34][CH3:35])=[O:32])=[O:25])=[C:4]2[C:9](=[CH:10][C:11]=1[C:12]1[S:13][CH:14]=[CH:15][CH:16]=1)[N:8]=[C:7]([C:17]1[CH:22]=[CH:21][CH:20]=[CH:19][CH:18]=1)[CH:6]=[N:5]2. The yield is 0.365. (2) The reactants are [Cl:1][C:2]1[CH:7]=[CH:6][CH:5]=[CH:4][C:3]=1[S:8](Cl)(=[O:10])=[O:9].Cl.Cl.[CH2:14]([NH:16][CH2:17][CH2:18][CH2:19][N:20]1[CH2:30][CH2:29][C:28]2[C:31]3[CH:21]1[CH2:22][CH2:23][C:24]=3[C:25]([O:34][CH3:35])=[C:26]([O:32][CH3:33])[CH:27]=2)[CH3:15].CCN(C(C)C)C(C)C. The catalyst is C(Cl)Cl. The product is [ClH:1].[Cl:1][C:2]1[CH:7]=[CH:6][CH:5]=[CH:4][C:3]=1[S:8]([N:16]([CH2:17][CH2:18][CH2:19][N:20]1[CH2:30][CH2:29][C:28]2[C:31]3[CH:21]1[CH2:22][CH2:23][C:24]=3[C:25]([O:34][CH3:35])=[C:26]([O:32][CH3:33])[CH:27]=2)[CH2:14][CH3:15])(=[O:10])=[O:9]. The yield is 0.430. (3) The reactants are [Cl:1][C:2]1[CH:9]=[CH:8][C:5]([C:6]#N)=[CH:4][N:3]=1.C1(C)C=CC=CC=1.CC(C[AlH]CC(C)C)C.[OH:26]S(O)(=O)=O. The catalyst is CO. The product is [Cl:1][C:2]1[N:3]=[CH:4][C:5]([CH:6]=[O:26])=[CH:8][CH:9]=1. The yield is 0.620. (4) The reactants are [CH:1]([N:4]1[C:12]2[C:7](=[CH:8][CH:9]=[CH:10][CH:11]=2)[CH:6]=[CH:5]1)([CH3:3])[CH3:2].[C:13](Cl)(=[O:17])[C:14](Cl)=[O:15].C(N(CC)CC)C.[CH2:26]([CH:30]1[CH2:35][CH2:34][N:33]([CH2:36][CH2:37][NH2:38])[CH2:32][CH2:31]1)[CH2:27][CH2:28][CH3:29]. The catalyst is C(OCC)C.ClCCl. The product is [CH2:26]([CH:30]1[CH2:31][CH2:32][N:33]([CH2:36][CH2:37][NH:38][C:13](=[O:17])[C:14]([C:6]2[C:7]3[C:12](=[CH:11][CH:10]=[CH:9][CH:8]=3)[N:4]([CH:1]([CH3:3])[CH3:2])[CH:5]=2)=[O:15])[CH2:34][CH2:35]1)[CH2:27][CH2:28][CH3:29]. The yield is 0.0200. (5) The product is [CH3:16][O:12][C:11](=[O:13])[CH2:10][C:5]1[CH:4]=[C:3]([O:14][CH3:15])[C:2]([OH:1])=[C:7]([O:8][CH3:9])[CH:6]=1. The yield is 0.750. The catalyst is C(OCC)(=O)C. The reactants are [OH:1][C:2]1[C:7]([O:8][CH3:9])=[CH:6][C:5]([CH2:10][C:11]([OH:13])=[O:12])=[CH:4][C:3]=1[O:14][CH3:15].[CH3:16]O.S(=O)(=O)(O)O. (6) The reactants are FC(F)(F)C1C=C(NC(=O)NC2C=CC(C3SC(CCC(OC)=O)=NC=3)=CC=2)C=CC=1.[NH2:32][C:33]1[CH:38]=[CH:37][C:36]([C:39]2[S:43][C:42]([CH:44]3[CH2:49][CH2:48][CH:47]([C:50]([O:52][CH3:53])=[O:51])[CH2:46][CH2:45]3)=[N:41][CH:40]=2)=[CH:35][CH:34]=1.[Cl:54][C:55]1[CH:60]=[CH:59][C:58]([N:61]=[C:62]=[O:63])=[C:57]([C:64]([F:67])([F:66])[F:65])[CH:56]=1. No catalyst specified. The product is [Cl:54][C:55]1[CH:60]=[CH:59][C:58]([NH:61][C:62](=[O:63])[NH:32][C:33]2[CH:34]=[CH:35][C:36]([C:39]3[S:43][C:42]([CH:44]4[CH2:45][CH2:46][CH:47]([C:50]([O:52][CH3:53])=[O:51])[CH2:48][CH2:49]4)=[N:41][CH:40]=3)=[CH:37][CH:38]=2)=[C:57]([C:64]([F:65])([F:66])[F:67])[CH:56]=1. The yield is 0.590. (7) The reactants are I[C:2]1[N:24]([S:25]([C:28]2[CH:33]=[CH:32][CH:31]=[CH:30][CH:29]=2)(=[O:27])=[O:26])[C:5]2=[N:6][CH:7]=[CH:8][C:9]([C:10]3[CH:15]=[CH:14][C:13]([S:16]([N:19]4[CH2:23][CH2:22][CH2:21][CH2:20]4)(=[O:18])=[O:17])=[CH:12][CH:11]=3)=[C:4]2[CH:3]=1.[CH3:34][Si:35]([C:38]#[CH:39])([CH3:37])[CH3:36].O. The catalyst is C1COCC1.[Cu]I.Cl[Pd](Cl)([P](C1C=CC=CC=1)(C1C=CC=CC=1)C1C=CC=CC=1)[P](C1C=CC=CC=1)(C1C=CC=CC=1)C1C=CC=CC=1. The product is [C:28]1([S:25]([N:24]2[C:5]3=[N:6][CH:7]=[CH:8][C:9]([C:10]4[CH:15]=[CH:14][C:13]([S:16]([N:19]5[CH2:23][CH2:22][CH2:21][CH2:20]5)(=[O:18])=[O:17])=[CH:12][CH:11]=4)=[C:4]3[CH:3]=[C:2]2[C:39]#[C:38][Si:35]([CH3:37])([CH3:36])[CH3:34])(=[O:27])=[O:26])[CH:33]=[CH:32][CH:31]=[CH:30][CH:29]=1. The yield is 0.790. (8) The product is [O:4]1[CH2:3][CH2:2][N:1]([C:7]2[C:8]3[S:28][C:27]([CH2:29][N:30]4[CH2:31][CH:32]([N:34]5[CH2:35][CH2:36][O:37][CH2:38][CH2:39]5)[CH2:33]4)=[CH:26][C:9]=3[N:10]=[C:11]([C:53]3[C:52]4[CH:51]=[CH:50][NH:49][C:57]=4[CH:56]=[CH:55][N:54]=3)[N:12]=2)[CH2:6][CH2:5]1. The reactants are [N:1]1([C:7]2[C:8]3[S:28][C:27]([CH2:29][N:30]4[CH2:33][CH:32]([N:34]5[CH2:39][CH2:38][O:37][CH2:36][CH2:35]5)[CH2:31]4)=[CH:26][C:9]=3[N:10]=[C:11]([Sn](CCCC)(CCCC)CCCC)[N:12]=2)[CH2:6][CH2:5][O:4][CH2:3][CH2:2]1.C1(S([N:49]2[C:57]3[CH:56]=[CH:55][N:54]=[C:53](Br)[C:52]=3[CH:51]=[CH:50]2)(=O)=O)C=CC=CC=1. The yield is 0.270. The catalyst is O1CCOCC1.C1C=CC([P]([Pd]([P](C2C=CC=CC=2)(C2C=CC=CC=2)C2C=CC=CC=2)([P](C2C=CC=CC=2)(C2C=CC=CC=2)C2C=CC=CC=2)[P](C2C=CC=CC=2)(C2C=CC=CC=2)C2C=CC=CC=2)(C2C=CC=CC=2)C2C=CC=CC=2)=CC=1.S1C=CC=C1C([O-])=O.[Cu+].